Predict which catalyst facilitates the given reaction. From a dataset of Catalyst prediction with 721,799 reactions and 888 catalyst types from USPTO. (1) Reactant: [SH:1][C:2]1[CH:3]=[C:4]([CH2:8][C:9]([OH:11])=[O:10])[CH:5]=[CH:6][CH:7]=1.Cl[CH2:13][C:14](=[O:16])[CH3:15].C(N(CC)C(C)C)(C)C.O. Product: [O:16]=[C:14]([CH3:15])[CH2:13][S:1][C:2]1[CH:3]=[C:4]([CH2:8][C:9]([OH:11])=[O:10])[CH:5]=[CH:6][CH:7]=1. The catalyst class is: 1. (2) Reactant: [CH2:1]([O:5][C:6]([C:8]1[N:9]=[C:10](Br)[C:11]2[C:16]([C:17]=1[OH:18])=[CH:15][CH:14]=[C:13]([O:19][C:20]1[CH:25]=[CH:24][C:23]([F:26])=[CH:22][CH:21]=1)[CH:12]=2)=[O:7])[CH2:2][CH2:3][CH3:4].C([O-])(=O)C.[Na+].CCOC(C)=O. Product: [CH2:1]([O:5][C:6]([C:8]1[N:9]=[CH:10][C:11]2[C:16]([C:17]=1[OH:18])=[CH:15][CH:14]=[C:13]([O:19][C:20]1[CH:21]=[CH:22][C:23]([F:26])=[CH:24][CH:25]=1)[CH:12]=2)=[O:7])[CH2:2][CH2:3][CH3:4]. The catalyst class is: 43.